This data is from Experimentally validated miRNA-target interactions with 360,000+ pairs, plus equal number of negative samples. The task is: Binary Classification. Given a miRNA mature sequence and a target amino acid sequence, predict their likelihood of interaction. The miRNA is rno-miR-290 with sequence UCUCAAACUAUGGGGGCA. The protein sequence of the target gene is MELDHMTTGGLHAYPAPRGGPAAKPNVILQIGKCRAEMLEHVRRTHRHLLTEVSKQVERELKGLHRSVGKLENNLDGYVPTGDSQRWKKSIKACLCRCQETIANLERWVKREMHVWREVFYRLERWADRLESMGGKYPVGSEPARHTVSVGVGGPEPYCQEADGYDYTVSPYAITPPPAAGELPEQESVGAQQYQSWVPGEDGQPSPGVDTQIFEDPREFLSHLEEYLRQVGGSEEYWLSQIQNHMNGPAKKWWEFKQGSVKNWVEFKKEFLQYSEGTLSREAIQRELDLPQKQGEPLDQ.... Result: 1 (interaction).